Regression. Given a peptide amino acid sequence and an MHC pseudo amino acid sequence, predict their binding affinity value. This is MHC class I binding data. From a dataset of Peptide-MHC class I binding affinity with 185,985 pairs from IEDB/IMGT. (1) The peptide sequence is YDQLLDSSL. The binding affinity (normalized) is 0.149. The MHC is HLA-B40:01 with pseudo-sequence HLA-B40:01. (2) The peptide sequence is EGPRNQDWL. The MHC is H-2-Kd with pseudo-sequence H-2-Kd. The binding affinity (normalized) is 0. (3) The peptide sequence is DVKVLAARLK. The MHC is HLA-A11:01 with pseudo-sequence HLA-A11:01. The binding affinity (normalized) is 0.283. (4) The peptide sequence is QQVPFCSHHF. The MHC is HLA-B15:01 with pseudo-sequence HLA-B15:01. The binding affinity (normalized) is 0.756. (5) The peptide sequence is TTIGEWAFW. The MHC is HLA-B83:01 with pseudo-sequence HLA-B83:01. The binding affinity (normalized) is 0.213. (6) The peptide sequence is MMHASTSPF. The MHC is HLA-A30:01 with pseudo-sequence HLA-A30:01. The binding affinity (normalized) is 0.342. (7) The peptide sequence is FIDVHIPKFK. The MHC is HLA-A11:01 with pseudo-sequence HLA-A11:01. The binding affinity (normalized) is 0.520. (8) The binding affinity (normalized) is 0.0194. The MHC is Mamu-A07 with pseudo-sequence Mamu-A07. The peptide sequence is KRGVFVLGF.